Task: Predict the product of the given reaction.. Dataset: Forward reaction prediction with 1.9M reactions from USPTO patents (1976-2016) (1) Given the reactants C[O:2][C:3]([C:5]1[CH:10]=[CH:9][C:8]([C:11]2[CH:16]=[CH:15][C:14]([C:17]([F:20])([F:19])[F:18])=[CH:13][CH:12]=2)=[CH:7][C:6]=1[CH3:21])=O.[BH4-].[Na+].CCOC(C)=O.CCCCCC, predict the reaction product. The product is: [CH3:21][C:6]1[CH:7]=[C:8]([C:11]2[CH:16]=[CH:15][C:14]([C:17]([F:18])([F:19])[F:20])=[CH:13][CH:12]=2)[CH:9]=[CH:10][C:5]=1[CH2:3][OH:2]. (2) Given the reactants C([O:3][C:4](=[O:20])[C@@H:5]([O:18][CH3:19])[CH2:6][C:7]1[CH:12]=[CH:11][C:10]([O:13][CH2:14][CH2:15][CH2:16]Br)=[CH:9][CH:8]=1)C.[C:21]1([C:28]2[CH:33]=[CH:32][CH:31]=[CH:30][CH:29]=2)[CH:26]=[CH:25][CH:24]=[C:23]([OH:27])[CH:22]=1.CO[C@@H](CC1C=CC(OCCCOC2C=CC=CC=2)=CC=1)C(O)=O, predict the reaction product. The product is: [C:21]1([C:28]2[CH:29]=[CH:30][CH:31]=[CH:32][CH:33]=2)[CH:26]=[CH:25][CH:24]=[C:23]([O:27][CH2:16][CH2:15][CH2:14][O:13][C:10]2[CH:9]=[CH:8][C:7]([CH2:6][C@H:5]([O:18][CH3:19])[C:4]([OH:3])=[O:20])=[CH:12][CH:11]=2)[CH:22]=1.